This data is from Peptide-MHC class II binding affinity with 134,281 pairs from IEDB. The task is: Regression. Given a peptide amino acid sequence and an MHC pseudo amino acid sequence, predict their binding affinity value. This is MHC class II binding data. (1) The peptide sequence is GDLQIVDKIDAAFKI. The MHC is DRB1_1501 with pseudo-sequence DRB1_1501. The binding affinity (normalized) is 0.625. (2) The peptide sequence is ASLFLHLVGIPTHRH. The MHC is DRB1_0401 with pseudo-sequence DRB1_0401. The binding affinity (normalized) is 0.180. (3) The MHC is HLA-DQA10501-DQB10301 with pseudo-sequence HLA-DQA10501-DQB10301. The binding affinity (normalized) is 0.521. The peptide sequence is INEPTAAEIAYGLDR. (4) The peptide sequence is VDFGNSYIAEMETES. The MHC is HLA-DQA10501-DQB10302 with pseudo-sequence HLA-DQA10501-DQB10302. The binding affinity (normalized) is 0.425. (5) The peptide sequence is AAATAGQTVYGAFAA. The MHC is HLA-DQA10501-DQB10301 with pseudo-sequence HLA-DQA10501-DQB10301. The binding affinity (normalized) is 0.705.